This data is from Catalyst prediction with 721,799 reactions and 888 catalyst types from USPTO. The task is: Predict which catalyst facilitates the given reaction. Reactant: [Cl:1][C:2]1[CH:3]=[C:4]([O:24]C)[C:5]([NH:8][S:9]([C:12]2[CH:13]=[N:14][CH:15]=[C:16]([C:18]3[CH:23]=[CH:22][CH:21]=[CH:20][CH:19]=3)[CH:17]=2)(=[O:11])=[O:10])=[N:6][CH:7]=1.B(Br)(Br)Br.C([O-])(O)=O.[Na+]. Product: [Cl:1][C:2]1[CH:3]=[C:4]([OH:24])[C:5]([NH:8][S:9]([C:12]2[CH:13]=[N:14][CH:15]=[C:16]([C:18]3[CH:23]=[CH:22][CH:21]=[CH:20][CH:19]=3)[CH:17]=2)(=[O:10])=[O:11])=[N:6][CH:7]=1. The catalyst class is: 2.